From a dataset of Full USPTO retrosynthesis dataset with 1.9M reactions from patents (1976-2016). Predict the reactants needed to synthesize the given product. (1) Given the product [Cl:1][C:2]1[CH:10]=[CH:9][C:8]2[N:7]([CH2:25][CH2:24][C:21]3[CH:20]=[N:19][C:18]([O:17][CH2:16][CH3:28])=[CH:23][CH:22]=3)[C:6]3[CH2:11][CH2:12][N:13]([CH3:15])[CH2:14][C:5]=3[C:4]=2[CH:3]=1, predict the reactants needed to synthesize it. The reactants are: [Cl:1][C:2]1[CH:10]=[CH:9][C:8]2[NH:7][C:6]3[CH2:11][CH2:12][N:13]([CH3:15])[CH2:14][C:5]=3[C:4]=2[CH:3]=1.[CH3:16][O:17][C:18]1[CH:23]=[CH:22][C:21]([CH:24]=[CH2:25])=[CH:20][N:19]=1.[OH-].[K+].[CH3:28]N1C(=O)CCC1. (2) Given the product [Br:1][C:2]1[CH:3]=[C:4]([CH:9]=[C:10]([C:14]([CH3:15])=[CH2:13])[CH:11]=1)[C:5]([O:7][CH3:8])=[O:6], predict the reactants needed to synthesize it. The reactants are: [Br:1][C:2]1[CH:3]=[C:4]([CH:9]=[C:10](I)[CH:11]=1)[C:5]([O:7][CH3:8])=[O:6].[CH2:13]=[C:14](B(O)O)[CH3:15].C([O-])([O-])=O.[K+].[K+].O. (3) Given the product [C:26]1([O:25][P:24]([CH:8]([C:6]2[CH:5]=[CH:4][CH:3]=[C:2]([CH3:1])[N:7]=2)[NH:10][C:11]2[CH:16]=[CH:15][CH:14]=[CH:13][CH:12]=2)(=[O:32])[O:23][C:17]2[CH:18]=[CH:19][CH:20]=[CH:21][CH:22]=2)[CH:31]=[CH:30][CH:29]=[CH:28][CH:27]=1, predict the reactants needed to synthesize it. The reactants are: [CH3:1][C:2]1[N:7]=[C:6]([CH:8]=O)[CH:5]=[CH:4][CH:3]=1.[NH2:10][C:11]1[CH:16]=[CH:15][CH:14]=[CH:13][CH:12]=1.[C:17]1([O:23][P:24]([O-:32])[O:25][C:26]2[CH:31]=[CH:30][CH:29]=[CH:28][CH:27]=2)[CH:22]=[CH:21][CH:20]=[CH:19][CH:18]=1. (4) The reactants are: [Br:1][C:2]1[C:3](=[O:17])[NH:4][C:5](=[O:16])[N:6]([CH2:8][CH2:9][C:10]2[CH:15]=[CH:14][CH:13]=[CH:12][CH:11]=2)[N:7]=1.[CH3:18]C1(CCI)C=CC=CC1.C(I)CC1C=CC=CC=1. Given the product [Br:1][C:2]1[C:3](=[O:17])[NH:4][C:5](=[O:16])[N:6]([CH2:8][CH2:9][C:10]2[CH:15]=[CH:14][C:13]([CH3:18])=[CH:12][CH:11]=2)[N:7]=1, predict the reactants needed to synthesize it.